This data is from Forward reaction prediction with 1.9M reactions from USPTO patents (1976-2016). The task is: Predict the product of the given reaction. (1) The product is: [OH:28][CH2:29][C:30]1[N:34]([CH:35]2[C:44]3[C:39](=[CH:40][CH:41]=[CH:42][CH:43]=3)[N:38]([C:45](=[O:53])[CH2:46][C:47]3[CH:52]=[CH:51][CH:50]=[CH:49][CH:48]=3)[CH2:37][C:36]2([CH3:55])[CH3:54])[CH:33]=[N:32][CH:31]=1. Given the reactants CC(O)=O.CCCC[N+](CCCC)(CCCC)CCCC.[F-].C([SiH2][O:28][C:29](C1C=CC=CC=1)(C1C=CC=CC=1)[C:30]1[N:34]([CH:35]2[C:44]3[C:39](=[CH:40][CH:41]=[CH:42][CH:43]=3)[N:38]([C:45](=[O:53])[CH2:46][C:47]3[CH:52]=[CH:51][CH:50]=[CH:49][CH:48]=3)[CH2:37][C:36]2([CH3:55])[CH3:54])[CH:33]=[N:32][CH:31]=1)(C)(C)C.C([O-])(O)=O.[Na+], predict the reaction product. (2) Given the reactants [CH3:1][C:2]1[C:3]([N+:11]([O-:13])=[O:12])=[C:4]([CH:8]=[CH:9][CH:10]=1)[C:5]([NH2:7])=[O:6].[F:14][B-:15]([F:18])([F:17])[F:16].[CH3:19][O+](C)C, predict the reaction product. The product is: [F:14][B-:15]([F:18])([F:17])[F:16].[CH3:1][C:2]1[C:3]([N+:11]([O-:13])=[O:12])=[C:4]([C:5](=[NH:7])[O:6][CH3:19])[CH:8]=[CH:9][CH:10]=1. (3) Given the reactants [NH2:1][C:2]1[CH:9]=[CH:8][C:5]([C:6]#[N:7])=[C:4]([O:10][CH2:11][CH2:12][CH2:13][CH2:14][NH2:15])[CH:3]=1.C(O)(C(F)(F)F)=O.[Cl:23][C:24]1[N:25]=[C:26](Cl)[C:27]2[CH2:33][N:32]([CH3:34])[CH2:31][CH:30]([C:35]3[CH:40]=[CH:39][C:38]([F:41])=[CH:37][CH:36]=3)[C:28]=2[N:29]=1.CCN(C(C)C)C(C)C, predict the reaction product. The product is: [NH2:1][C:2]1[CH:9]=[CH:8][C:5]([C:6]#[N:7])=[C:4]([O:10][CH2:11][CH2:12][CH2:13][CH2:14][NH:15][C:26]2[C:27]3[CH2:33][N:32]([CH3:34])[CH2:31][CH:30]([C:35]4[CH:40]=[CH:39][C:38]([F:41])=[CH:37][CH:36]=4)[C:28]=3[N:29]=[C:24]([Cl:23])[N:25]=2)[CH:3]=1. (4) Given the reactants [CH:1]1([CH2:6][CH:7]([N:11]2[C:16](=[O:17])[CH:15]=[C:14]([O:18][C:19]3[CH:24]=[CH:23][CH:22]=[CH:21][CH:20]=3)[CH:13]=[N:12]2)[C:8]([OH:10])=O)[CH2:5][CH2:4][CH2:3][CH2:2]1.[S:25]1[CH:29]=[CH:28][N:27]=[C:26]1[NH2:30], predict the reaction product. The product is: [CH:1]1([CH2:6][CH:7]([N:11]2[C:16](=[O:17])[CH:15]=[C:14]([O:18][C:19]3[CH:20]=[CH:21][CH:22]=[CH:23][CH:24]=3)[CH:13]=[N:12]2)[C:8]([NH:30][C:26]2[S:25][CH:29]=[CH:28][N:27]=2)=[O:10])[CH2:5][CH2:4][CH2:3][CH2:2]1. (5) Given the reactants [CH3:1][C:2]1([CH3:16])[C:6]([CH3:8])([CH3:7])[O:5][B:4]([C:9]2[CH:10]=[C:11]([CH:13]=[CH:14][CH:15]=2)[NH2:12])[O:3]1.[CH:17]1[CH:22]=[C:21]2[C:23]([N:25]([CH2:28][C:29](O)=[O:30])[C:26](=[O:27])[C:20]2=[CH:19][CH:18]=1)=[O:24].C1C=CC2N(O)N=NC=2C=1, predict the reaction product. The product is: [O:24]=[C:23]1[C:21]2[C:20](=[CH:19][CH:18]=[CH:17][CH:22]=2)[C:26](=[O:27])[N:25]1[CH2:28][C:29]([NH:12][C:11]1[CH:13]=[CH:14][CH:15]=[C:9]([B:4]2[O:3][C:2]([CH3:16])([CH3:1])[C:6]([CH3:7])([CH3:8])[O:5]2)[CH:10]=1)=[O:30]. (6) Given the reactants [F:1][CH:2]([F:21])[C:3]1[C:8]([C:9]([O:11]CC)=[O:10])=[CH:7][N:6]=[C:5]([C:14]([F:20])([F:19])[C:15]([F:18])([F:17])[F:16])[N:4]=1.[OH-].[Na+].Cl, predict the reaction product. The product is: [F:21][CH:2]([F:1])[C:3]1[C:8]([C:9]([OH:11])=[O:10])=[CH:7][N:6]=[C:5]([C:14]([F:20])([F:19])[C:15]([F:16])([F:17])[F:18])[N:4]=1. (7) Given the reactants [NH2:1][CH2:2][CH:3]1[O:7][C:6](=[O:8])[N:5]([C:9]2[CH:10]=[CH:11][C:12]3[CH2:18][CH2:17][CH2:16][C:15](=[O:19])[CH2:14][C:13]=3[CH:20]=2)[CH2:4]1.[C:21](OC(=O)C)(=[O:23])[CH3:22].N1C=CC=CC=1.ClCCl, predict the reaction product. The product is: [O:8]=[C:6]1[N:5]([C:9]2[CH:10]=[CH:11][C:12]3[CH2:18][CH2:17][CH2:16][C:15](=[O:19])[CH2:14][C:13]=3[CH:20]=2)[CH2:4][CH:3]([CH2:2][NH:1][C:21](=[O:23])[CH3:22])[O:7]1.